From a dataset of Experimentally validated miRNA-target interactions with 360,000+ pairs, plus equal number of negative samples. Binary Classification. Given a miRNA mature sequence and a target amino acid sequence, predict their likelihood of interaction. (1) The miRNA is mmu-miR-100-5p with sequence AACCCGUAGAUCCGAACUUGUG. The protein sequence of the target gene is MVAAVATAWLLLWAAACAQSEQDFYDFKAVNIRGKLVSLEKYRGSVSLVVNVASECGFTDQNYRALQQLQRDLGPHHFNVLAFPCNQFGQQEPDTNREIENFARRTYSVSFPMFSKIAVTGTGAHPAFKYLTQTSGKEPTWNFWKYLVDPDGKVVGAWDPTVPVAEIKPRITEQVMKLILRKREDL. Result: 0 (no interaction). (2) The miRNA is mmu-miR-466l-5p with sequence UUGUGUGUACAUGUACAUGUAU. The protein sequence of the target gene is MAQVLHVPAPFPGTPGQASPAAFPSKEPDPPYSVETPYGYRLDLDFLKYVDDIEKGHTLRRVAVQRRPRLGSLPRGPGSWWTSTESLCSDASGDSRHSAYSYCGRGFYPQYGALETRIGSNPRVERTLLDARRRLEDQAAAPSSGGLGSLTPSAAGSTSSLAGVGLLPPTPRSSGLSTPVAPSAGHLAHVREQMAGALRKLRQLEEQVKLIPVLQVKLSVLQEEKRQLTVQLKSQKFLGHPSGTRSRSELCLDLPEAPDDPAALETRSVGTWVRERDLGIPDGEAALVAKVAVLETQLKK.... Result: 1 (interaction). (3) The miRNA is mmu-miR-467f with sequence AUAUACACACACACACCUACA. The protein sequence of the target gene is MRHCINCCVQLFPEDTHKQQVACQGGPHHSHQACPTCKGENKILFRVDSKQMNLLAVLEVRTEGNENWGGFLRFRKGKRCSLVFGLIIMTLVMASYILSGAHQELLISSPFHYGGFPSNPSVMDGENPSDVKEHHYQPSVNNISYVKDYPSIKLIIDSIAARIEFTTRQLPDLQDLKRQELHMFSVIPSKFLPTSKSPCWYEEFSGRNTTDPYLTNSYVLYSKRFRSTFDALRKVFWGHLSHVQGKHFRLRCLPHFYIIGQPKCGTTDLYDRLRLHPEVKFSAIKEPHWWTRKRFGIVRL.... Result: 1 (interaction). (4) The miRNA is rno-miR-99a-5p with sequence AACCCGUAGAUCCGAUCUUGUG. The protein sequence of the target gene is MARESRESTTLDSHSAEDQMELLVIKVEQEESSPLAEETSWLGSPGPDRSRQRFRAFRYPEAAGPRQALSRLRELCRQWLRPDMHSKEQILELLVLEQFLTILPGELQAWVREQHPDSGEEVVALLEYLDRQLDDTPPQVPDDDDGQELLCSKAVLLTSAQGSESSQMEPVEPLLKQESLGSLPSEVRVTHVGHCGEDGVTATRLTSELQGLLKMEDVAPVLSPRWTEQDSSQMNLYKDGMQEHSGSLVSLDQDMQTKVRDLPRAEEYRDQKPEQTVCFLGEDTVPIPTGAEASEQEGKL.... Result: 0 (no interaction). (5) The miRNA is hsa-miR-5010-3p with sequence UUUUGUGUCUCCCAUUCCCCAG. The protein sequence of the target gene is MPAPTQLFFPLIRNCELSRIYGTACYCHHKHLCCSSSYIPQSRLRYTPHPAYATFCRPKENWWQYTQGRRYASTPQKFYLTPPQVNSILKANEYSFKVPEFDGKNVSSILGFDSNQLPANAPIEDRRSAATCLQTRGMLLGVFDGHAGCACSQAVSERLFYYIAVSLLPHETLLEIENAVESGRALLPILQWHKHPNDYFSKEASKLYFNSLRTYWQELIDLNTGESTDIDVKEALINAFKRLDNDISLEAQVGDPNSFLNYLVLRVAFSGATACVAHVDGVDLHVANTGDSRAMLGVQE.... Result: 0 (no interaction). (6) The miRNA is mmu-miR-466n-3p with sequence UAUACAUGAGAGCAUACAUAGA. The protein sequence of the target gene is MTAELQQDDAAGAADGHGSSCQMLLNQLREITGIQDPSFLHEALKASNGDITQAVSLLTDERVKEPSQDTVATEPSEVEGSAANKEVLAKVIDLTHDNKDDLQAAIALSLLESPKIQADGRDLNRMHEATSAETKRSKRKRCEVWGENPNPNDWRRVDGWPVGLKNVGNTCWFSAVIQSLFQLPEFRRLVLSYSLPQNVLENCRSHTEKRNIMFMQELQYLFALMMGSNRKFVDPSAALDLLKGAFRSSEEQQQDVSEFTHKLLDWLEDAFQLAVNVNSPRNKSENPMVQLFYGTFLTEG.... Result: 0 (no interaction). (7) The miRNA is hsa-miR-888-5p with sequence UACUCAAAAAGCUGUCAGUCA. The protein sequence of the target gene is MKRVRTEQIQMAVSCYLKRRQYVDSDGPLKQGLRLSQTAEEMAANLTVQSESGCANIVSAAPCQAEPQQYEVQFGRLRNFLTDSDSQHSHEVMPLLYPLFVYLHLNLVQNSPKSTVESFYSRFHGMFLQNASQKDVIEQLQTTQTIQDILSNFKLRAFLDNKYVVRLQEDSYNYLIRYLQSDNNTALCKVLTLHIHLDVQPAKRTDYQLYASGSSSRSENNGLEPPDMPSPILQNEAALEVLQESIKRVKDGPPSLTTICFYAFYNTEQLLNTAEISPDSKLLAAGFDNSCIKLWSLRSK.... Result: 0 (no interaction). (8) The miRNA is hsa-miR-372-3p with sequence AAAGUGCUGCGACAUUUGAGCGU. The protein sequence of the target gene is MESETEPEPVTLLVKSPNQRHRDLELSGDRGWSVGHLKAHLSRVYPERPRPEDQRLIYSGKLLLDHQCLRDLLPKQEKRHVLHLVCNVKSPSKMPEINAKVAESTEEPAGSNRGQYPEDSSSDGLRQREVLRNLSSPGWENISRPEAAQQAFQGLGPGFSGYTPYGWLQLSWFQQIYARQYYMQYLAATAASGAFVPPPSAQEIPVVSAPAPAPIHNQFPAENQPANQNAAPQVVVNPGANQNLRMNAQGGPIVEEDDEINRDWLDWTYSAATFSVFLSILYFYSSLSRFLMVMGATVVM.... Result: 0 (no interaction).